The task is: Predict the reactants needed to synthesize the given product.. This data is from Full USPTO retrosynthesis dataset with 1.9M reactions from patents (1976-2016). (1) Given the product [CH2:22]([Sn:17]([CH2:13][CH2:14][CH2:15][CH3:16])([CH2:18][CH2:19][CH2:20][CH3:21])[C:33]([C:30]1[CH:31]=[CH:32][C:27]([F:26])=[CH:28][CH:29]=1)=[CH2:34])[CH2:23][CH2:24][CH3:25], predict the reactants needed to synthesize it. The reactants are: C(NC(C)C)(C)C.C([Li])CCC.[CH2:13]([SnH:17]([CH2:22][CH2:23][CH2:24][CH3:25])[CH2:18][CH2:19][CH2:20][CH3:21])[CH2:14][CH2:15][CH3:16].[F:26][C:27]1[CH:32]=[CH:31][C:30]([C:33](=O)[CH3:34])=[CH:29][CH:28]=1.C(N(CC)CC)C.CS(Cl)(=O)=O. (2) Given the product [CH3:1][N:2]1[C:10]2[CH:9]=[C:8]([C:11]3[CH:16]=[CH:15][C:14]([O:17][CH2:18][CH2:19][CH2:32][NH:33][CH3:34])=[C:13]([C:26]([F:29])([F:28])[F:27])[CH:12]=3)[N:7]=[C:6]([C:30]#[N:31])[C:5]=2[N:4]=[CH:3]1, predict the reactants needed to synthesize it. The reactants are: [CH3:1][N:2]1[C:10]2[CH:9]=[C:8]([C:11]3[CH:16]=[CH:15][C:14]([O:17][CH2:18][CH2:19]C4CCNCC4)=[C:13]([C:26]([F:29])([F:28])[F:27])[CH:12]=3)[N:7]=[C:6]([C:30]#[N:31])[C:5]=2[N:4]=[CH:3]1.[CH3:32][N:33](C)[CH2:34]C(O)=O.CCN(C(C)C)C(C)C.CN(C(ON1N=NC2C=CC=NC1=2)=[N+](C)C)C.F[P-](F)(F)(F)(F)F. (3) Given the product [C:1]([O:5][C:6]([N:8]1[CH2:9][CH:10]2[N:16]([CH2:36][C:35]3[NH:34][C:33]([C:38]4[S:39][CH:40]=[CH:41][N:42]=4)=[N:32][C@@H:31]([C:43]4[CH:48]=[CH:47][C:46]([F:49])=[CH:45][C:44]=4[Cl:50])[C:30]=3[C:28]([O:27][CH3:26])=[O:29])[CH:14]([CH2:13][O:12][CH2:11]2)[CH2:15]1)=[O:7])([CH3:4])([CH3:2])[CH3:3], predict the reactants needed to synthesize it. The reactants are: [C:1]([O:5][C:6]([N:8]1[CH2:15][CH:14]2[NH:16][CH:10]([CH2:11][O:12][CH2:13]2)[CH2:9]1)=[O:7])([CH3:4])([CH3:3])[CH3:2].CCN(C(C)C)C(C)C.[CH3:26][O:27][C:28]([C:30]1[C@H:31]([C:43]2[CH:48]=[CH:47][C:46]([F:49])=[CH:45][C:44]=2[Cl:50])[N:32]=[C:33]([C:38]2[S:39][CH:40]=[CH:41][N:42]=2)[NH:34][C:35]=1[CH2:36]Br)=[O:29]. (4) Given the product [Cl:21][C:22]1[C:27]([NH:20][C@H:18]([C:8]2[N:7]=[C:6]3[CH:5]=[CH:4][N:3]([CH3:2])[C:11]3=[CH:10][C:9]=2[C:12]2[N:16]([CH3:17])[N:15]=[CH:14][CH:13]=2)[CH3:19])=[N:26][C:25]([NH2:29])=[N:24][C:23]=1[NH2:30], predict the reactants needed to synthesize it. The reactants are: Cl.[CH3:2][N:3]1[C:11]2[C:6](=[N:7][C:8]([C@@H:18]([NH2:20])[CH3:19])=[C:9]([C:12]3[N:16]([CH3:17])[N:15]=[CH:14][CH:13]=3)[CH:10]=2)[CH:5]=[CH:4]1.[Cl:21][C:22]1[C:23]([NH2:30])=[N:24][C:25]([NH2:29])=[N:26][C:27]=1Cl.C(N(C(C)C)C(C)C)C. (5) Given the product [O:1]([C:8]1[CH:9]=[CH:10][C:11]([C:14]2[N:22]=[C:21]([CH:23]3[CH2:28][CH2:27][N:26]([S:32]([CH:31]=[CH2:30])(=[O:34])=[O:33])[CH2:25][CH2:24]3)[CH:20]=[CH:19][C:15]=2[C:16]([NH2:18])=[O:17])=[CH:12][CH:13]=1)[C:2]1[CH:7]=[CH:6][CH:5]=[CH:4][CH:3]=1, predict the reactants needed to synthesize it. The reactants are: [O:1]([C:8]1[CH:13]=[CH:12][C:11]([C:14]2[N:22]=[C:21]([CH:23]3[CH2:28][CH2:27][NH:26][CH2:25][CH2:24]3)[CH:20]=[CH:19][C:15]=2[C:16]([NH2:18])=[O:17])=[CH:10][CH:9]=1)[C:2]1[CH:7]=[CH:6][CH:5]=[CH:4][CH:3]=1.Cl[CH2:30][CH2:31][S:32](Cl)(=[O:34])=[O:33].O. (6) Given the product [Br:1][C:2]1[CH:3]=[C:4]([CH2:9][CH3:10])[CH:5]=[CH:6][C:7]=1[F:8], predict the reactants needed to synthesize it. The reactants are: [Br:1][C:2]1[CH:3]=[C:4]([C:9](=O)[CH3:10])[CH:5]=[CH:6][C:7]=1[F:8].C([SiH](CC)CC)C. (7) Given the product [F:33][C:30]1[CH:31]=[C:32]2[C:27](=[CH:28][CH:29]=1)[N:26]=[CH:25][CH:24]=[C:23]2[C:9]1[CH2:14][CH2:13][CH:12]([CH2:15][C:16]([O:18][CH2:19][CH3:20])=[O:17])[CH2:11][CH:10]=1, predict the reactants needed to synthesize it. The reactants are: CC1(C)C(C)(C)OB([C:9]2[CH2:14][CH2:13][CH:12]([CH2:15][C:16]([O:18][CH2:19][CH3:20])=[O:17])[CH2:11][CH:10]=2)O1.Cl[C:23]1[C:32]2[C:27](=[CH:28][CH:29]=[C:30]([F:33])[CH:31]=2)[N:26]=[CH:25][CH:24]=1.C([O-])([O-])=O.[K+].[K+].